This data is from Catalyst prediction with 721,799 reactions and 888 catalyst types from USPTO. The task is: Predict which catalyst facilitates the given reaction. (1) Reactant: [OH-].[Na+].[Cl:3][C:4]1[CH:5]=[CH:6][C:7]2[N:13]([CH2:14][C:15]([CH3:18])([CH3:17])[CH3:16])[C:12](=[O:19])[C@@H:11]([CH2:20][C:21]3[N:25]=[C:24]([S:26][CH2:27][C:28]([O:30]CC)=[O:29])[S:23][N:22]=3)[O:10][C@H:9]([C:33]3[CH:38]=[CH:37][CH:36]=[C:35]([O:39][CH3:40])[C:34]=3[O:41][CH3:42])[C:8]=2[CH:43]=1. Product: [Cl:3][C:4]1[CH:5]=[CH:6][C:7]2[N:13]([CH2:14][C:15]([CH3:17])([CH3:16])[CH3:18])[C:12](=[O:19])[C@@H:11]([CH2:20][C:21]3[N:25]=[C:24]([S:26][CH2:27][C:28]([OH:30])=[O:29])[S:23][N:22]=3)[O:10][C@H:9]([C:33]3[CH:38]=[CH:37][CH:36]=[C:35]([O:39][CH3:40])[C:34]=3[O:41][CH3:42])[C:8]=2[CH:43]=1. The catalyst class is: 353. (2) Reactant: [I-].[CH3:2][S+](C)(C)=O.[H-].[Na+].[CH3:9][O:10][CH2:11][CH2:12][O:13][CH2:14][O:15][C:16]1[CH:21]=[CH:20][C:19](/[CH:22]=[CH:23]/[N+:24]([O-:26])=[O:25])=[CH:18][CH:17]=1.O. Product: [CH3:9][O:10][CH2:11][CH2:12][O:13][CH2:14][O:15][C:16]1[CH:21]=[CH:20][C:19]([C@@H:22]2[CH2:2][C@H:23]2[N+:24]([O-:26])=[O:25])=[CH:18][CH:17]=1. The catalyst class is: 16. (3) Reactant: [C:1]1([C@H:7]([NH2:9])[CH3:8])[CH:6]=[CH:5][CH:4]=[CH:3][CH:2]=1.[OH:10][C:11]1[CH:23]=[CH:22][C:14]2[C:15]([CH2:18][C:19]([OH:21])=[O:20])=[CH:16][O:17][C:13]=2[CH:12]=1. Product: [C:1]1([C@H:7]([NH2:9])[CH3:8])[CH:6]=[CH:5][CH:4]=[CH:3][CH:2]=1.[OH:10][C:11]1[CH:23]=[CH:22][C:14]2[C@H:15]([CH2:18][C:19]([OH:21])=[O:20])[CH2:16][O:17][C:13]=2[CH:12]=1. The catalyst class is: 5.